From a dataset of Catalyst prediction with 721,799 reactions and 888 catalyst types from USPTO. Predict which catalyst facilitates the given reaction. (1) Reactant: [F:1][C:2]1[CH:19]=[C:18]([N+:20]([O-:22])=[O:21])[CH:17]=[CH:16][C:3]=1[CH2:4][N:5]1C(=O)C2C(=CC=CC=2)C1=O.O.NN.O.C1(C)C=CC(S(O)(=O)=O)=CC=1. Product: [F:1][C:2]1[CH:19]=[C:18]([N+:20]([O-:22])=[O:21])[CH:17]=[CH:16][C:3]=1[CH2:4][NH2:5]. The catalyst class is: 54. (2) Reactant: [F:1][C:2]1[CH:3]=[C:4](Br)[CH:5]=[CH:6][C:7]=1[C:8]([F:14])([F:13])[C:9]([F:12])([F:11])[F:10].C([Mg]Cl)(C)C.[C:21](=[O:23])=[O:22].O. Product: [F:1][C:2]1[CH:3]=[C:4]([CH:5]=[CH:6][C:7]=1[C:8]([F:14])([F:13])[C:9]([F:12])([F:11])[F:10])[C:21]([OH:23])=[O:22]. The catalyst class is: 7.